This data is from Full USPTO retrosynthesis dataset with 1.9M reactions from patents (1976-2016). The task is: Predict the reactants needed to synthesize the given product. (1) Given the product [CH:1]1([C:4]2[CH:5]=[C:6]([CH:15]([NH:24][S@@:22]([C:19]([CH3:21])([CH3:20])[CH3:18])=[O:23])[CH3:16])[CH:7]=[N:8][C:9]=2[O:10][CH2:11][CH:12]([F:14])[F:13])[CH2:3][CH2:2]1, predict the reactants needed to synthesize it. The reactants are: [CH:1]1([C:4]2[CH:5]=[C:6]([C:15](=O)[CH3:16])[CH:7]=[N:8][C:9]=2[O:10][CH2:11][CH:12]([F:14])[F:13])[CH2:3][CH2:2]1.[CH3:18][C:19]([S@:22]([NH2:24])=[O:23])([CH3:21])[CH3:20]. (2) Given the product [CH2:24]([C:2]1[N:3]=[N+:4]([O-:22])[C:5]2[CH:11]=[C:10]([O:12][CH2:13][CH2:14][NH:15][C:16](=[O:21])[C:17]([F:20])([F:19])[F:18])[CH:9]=[CH:8][C:6]=2[N:7]=1)[CH3:25], predict the reactants needed to synthesize it. The reactants are: Cl[C:2]1[N:3]=[N+:4]([O-:22])[C:5]2[CH:11]=[C:10]([O:12][CH2:13][CH2:14][NH:15][C:16](=[O:21])[C:17]([F:20])([F:19])[F:18])[CH:9]=[CH:8][C:6]=2[N:7]=1.[Sn](CC)(CC)(CC)[CH2:24][CH3:25]. (3) Given the product [CH2:45]([S:42]([N:39]1[CH2:38][CH2:37][CH:36]([C:27]2[C:26]3[C:30](=[C:31]([C:33]([NH2:35])=[O:34])[CH:32]=[C:24]([C:12]4[CH:11]=[N:10][CH:9]=[C:8]([CH2:7][N:3]5[CH2:4][CH2:5][CH2:6][CH:2]5[CH3:1])[CH:13]=4)[CH:25]=3)[NH:29][CH:28]=2)[CH2:41][CH2:40]1)(=[O:44])=[O:43])[CH3:46], predict the reactants needed to synthesize it. The reactants are: [CH3:1][CH:2]1[CH2:6][CH2:5][CH2:4][N:3]1[CH2:7][C:8]1[CH:9]=[N:10][CH:11]=[C:12](B2OC(C)(C)C(C)(C)O2)[CH:13]=1.Br[C:24]1[CH:25]=[C:26]2[C:30](=[C:31]([C:33]([NH2:35])=[O:34])[CH:32]=1)[NH:29][CH:28]=[C:27]2[CH:36]1[CH2:41][CH2:40][N:39]([S:42]([CH2:45][CH3:46])(=[O:44])=[O:43])[CH2:38][CH2:37]1.C(=O)([O-])[O-].[K+].[K+]. (4) Given the product [CH2:25]([O:24][C:15]1[C:14]([CH2:13][NH:12][C:10](=[O:11])[CH:9]([C:6]2[CH:7]=[CH:8][C:3]([CH2:2][NH:1][S:33]([CH3:32])(=[O:35])=[O:34])=[C:4]([O:30][CH3:31])[CH:5]=2)[CH3:29])=[CH:19][CH:18]=[C:17]([C:20]([F:22])([F:23])[F:21])[N:16]=1)[CH2:26][CH2:27][CH3:28], predict the reactants needed to synthesize it. The reactants are: [NH2:1][CH2:2][C:3]1[CH:8]=[CH:7][C:6]([CH:9]([CH3:29])[C:10]([NH:12][CH2:13][C:14]2[C:15]([O:24][CH2:25][CH2:26][CH2:27][CH3:28])=[N:16][C:17]([C:20]([F:23])([F:22])[F:21])=[CH:18][CH:19]=2)=[O:11])=[CH:5][C:4]=1[O:30][CH3:31].[CH3:32][S:33](Cl)(=[O:35])=[O:34]. (5) Given the product [Si:31]([O:26][CH2:25][C:17]12[CH2:23][CH:21]3[CH2:20][CH:19]([CH2:24][C:15]([CH2:14][O:13][C:3]4[C:2]([Cl:1])=[CH:11][C:6]([C:7]([O:9][CH3:10])=[O:8])=[C:5]([F:12])[CH:4]=4)([CH2:22]3)[CH2:16]1)[CH2:18]2)([C:27]([CH3:30])([CH3:29])[CH3:28])([CH3:33])[CH3:32], predict the reactants needed to synthesize it. The reactants are: [Cl:1][C:2]1[C:3]([O:13][CH2:14][C:15]23[CH2:24][CH:19]4[CH2:20][CH:21]([CH2:23][C:17]([CH2:25][OH:26])([CH2:18]4)[CH2:16]2)[CH2:22]3)=[CH:4][C:5]([F:12])=[C:6]([CH:11]=1)[C:7]([O:9][CH3:10])=[O:8].[C:27]([Si:31](Cl)([CH3:33])[CH3:32])([CH3:30])([CH3:29])[CH3:28].N1C=CN=C1. (6) Given the product [Br:13][C:14]1[CH:20]=[CH:19][C:17]([NH:18][C:4]2[CH:3]=[C:2]([Cl:1])[CH:11]=[CH:10][C:5]=2[C:6]([O:8][CH3:9])=[O:7])=[C:16]([N+:21]([O-:23])=[O:22])[CH:15]=1, predict the reactants needed to synthesize it. The reactants are: [Cl:1][C:2]1[CH:11]=[CH:10][C:5]([C:6]([O:8][CH3:9])=[O:7])=[C:4](I)[CH:3]=1.[Br:13][C:14]1[CH:20]=[CH:19][C:17]([NH2:18])=[C:16]([N+:21]([O-:23])=[O:22])[CH:15]=1.C([O-])([O-])=O.[K+].[K+]. (7) Given the product [ClH:1].[N+:2]([C:5]1[CH:6]=[CH:7][C:8]([CH2:11][CH2:12][N:13]2[CH2:22][CH2:14][CH2:15][NH:16][CH2:17][CH2:18]2)=[CH:9][CH:10]=1)([O-:4])=[O:3], predict the reactants needed to synthesize it. The reactants are: [ClH:1].[N+:2]([C:5]1[CH:10]=[CH:9][C:8]([CH2:11][CH2:12][N:13]2[CH2:18][CH2:17][NH:16][CH2:15][CH2:14]2)=[CH:7][CH:6]=1)([O-:4])=[O:3].[N+]([C:22]1C=CC(CCBr)=CC=1)([O-])=O.N1(C(OC(C)(C)C)=O)CCCNCC1.